From a dataset of Forward reaction prediction with 1.9M reactions from USPTO patents (1976-2016). Predict the product of the given reaction. Given the reactants COC(CCC1C=C(B(O)O)C=CC=1)=O.[CH3:16][O:17][C:18](=[O:42])[CH2:19][CH2:20][C:21]1[CH:22]=[C:23]([C:27]2[CH:32]=[CH:31][C:30]([OH:33])=[C:29]([N:34]3[CH2:38][C:37](=[O:39])[NH:36][S:35]3(=[O:41])=[O:40])[CH:28]=2)[CH:24]=[CH:25][CH:26]=1.[OH-].[Na+], predict the reaction product. The product is: [CH3:16][O:17][C:18](=[O:42])[CH2:19][CH2:20][C:21]1[CH:22]=[C:23]([C:27]2[CH:32]=[CH:31][C:30]([OH:33])=[C:29]([N:34]3[CH2:38][C:37](=[O:39])[NH:36][S:35]3(=[O:40])=[O:41])[CH:28]=2)[CH:24]=[CH:25][CH:26]=1.[OH:33][C:30]1[CH:31]=[CH:32][C:27]([C:23]2[CH:24]=[CH:25][CH:26]=[C:21]([CH2:20][CH2:19][C:18]([OH:42])=[O:17])[CH:22]=2)=[CH:28][C:29]=1[N:34]1[CH2:38][C:37](=[O:39])[NH:36][S:35]1(=[O:41])=[O:40].